This data is from Full USPTO retrosynthesis dataset with 1.9M reactions from patents (1976-2016). The task is: Predict the reactants needed to synthesize the given product. (1) Given the product [C:1]([O:5][C:6](=[O:24])[NH:7][C:8]1[CH:13]=[CH:12][C:11]([C:14]2[CH:19]=[CH:18][CH:17]=[CH:16][C:15]=2[F:20])=[CH:10][C:9]=1[NH2:21])([CH3:4])([CH3:2])[CH3:3], predict the reactants needed to synthesize it. The reactants are: [C:1]([O:5][C:6](=[O:24])[NH:7][C:8]1[CH:13]=[CH:12][C:11]([C:14]2[CH:19]=[CH:18][CH:17]=[CH:16][C:15]=2[F:20])=[CH:10][C:9]=1[N+:21]([O-])=O)([CH3:4])([CH3:3])[CH3:2]. (2) Given the product [F:25][C:26]1[CH:31]=[C:30]([F:32])[CH:29]=[CH:28][C:27]=1[C:33]([CH:36]1[CH2:38][CH:37]1[C:39]#[N:40])([C:16]1[C:15]2[C:19](=[C:20]([CH2:22][S:23][CH3:24])[CH:21]=[C:13]([F:12])[CH:14]=2)[NH:18][CH:17]=1)[CH3:34], predict the reactants needed to synthesize it. The reactants are: [Cl-].[In+3].[Cl-].[Cl-].FC(F)(F)C(O)=O.[F:12][C:13]1[CH:14]=[C:15]2[C:19](=[C:20]([CH2:22][S:23][CH3:24])[CH:21]=1)[NH:18][CH:17]=[CH:16]2.[F:25][C:26]1[CH:31]=[C:30]([F:32])[CH:29]=[CH:28][C:27]=1[C:33]([CH:36]1[CH2:38][CH:37]1[C:39]#[N:40])(O)[CH3:34]. (3) Given the product [O:19]=[C:14]1[CH:15]=[CH:16][CH:17]=[CH:18][N:13]1[C:10]1[CH:9]=[CH:8][C:7]([N:1]2[CH2:6][CH2:5][N:4]([CH2:21][CH2:22][CH2:23][CH2:24][CH2:25][C:26]3[C:34]4[C:29](=[CH:30][CH:31]=[C:32]([C:35]#[N:36])[CH:33]=4)[NH:28][CH:27]=3)[CH2:3][CH2:2]2)=[CH:12][CH:11]=1, predict the reactants needed to synthesize it. The reactants are: [N:1]1([C:7]2[CH:12]=[CH:11][C:10]([N:13]3[CH:18]=[CH:17][CH:16]=[CH:15][C:14]3=[O:19])=[CH:9][CH:8]=2)[CH2:6][CH2:5][NH:4][CH2:3][CH2:2]1.Cl[CH2:21][CH2:22][CH2:23][CH2:24][CH2:25][C:26]1[C:34]2[C:29](=[CH:30][CH:31]=[C:32]([C:35]#[N:36])[CH:33]=2)[NH:28][CH:27]=1.C(=O)([O-])[O-].[K+].[K+].[I-].[K+]. (4) Given the product [CH2:1]([NH:8][C:9]1[N:14]=[CH:13][C:12]([C:17]#[N:18])=[CH:11][N:10]=1)[C:2]1[CH:7]=[CH:6][CH:5]=[CH:4][CH:3]=1, predict the reactants needed to synthesize it. The reactants are: [CH2:1]([NH:8][C:9]1[N:14]=[CH:13][C:12](Br)=[CH:11][N:10]=1)[C:2]1[CH:7]=[CH:6][CH:5]=[CH:4][CH:3]=1.[Cu][C:17]#[N:18].[NH4+].[Cl-].[NH4+].[OH-]. (5) Given the product [Br:1][C:2]1[CH:3]=[C:4]2[C:8](=[C:9]([C:11]([O:13][CH2:14][CH3:15])=[O:12])[CH:10]=1)[NH:7][CH:6]=[C:5]2[CH2:16][CH:17]1[CH2:21][CH2:20][S:33](=[O:36])(=[O:34])[CH2:18]1, predict the reactants needed to synthesize it. The reactants are: [Br:1][C:2]1[CH:3]=[C:4]2[C:8](=[C:9]([C:11]([O:13][CH2:14][CH3:15])=[O:12])[CH:10]=1)[NH:7][CH:6]=[C:5]2[CH2:16][CH:17]1[CH2:21][CH2:20]S[CH2:18]1.ClC1C=C(C=CC=1)C(OO)=O.[S:33]([O-:36])([O-])=[O:34].[Na+].[Na+]. (6) Given the product [CH2:1]([NH:5][C:6]1[N:14]=[C:13]2[C:9]([N:10]=[C:11]([O:25][CH3:26])[N:12]2[CH2:15][CH2:16][CH2:17][N:18]2[CH2:19][CH2:20][N:21]([CH2:24][CH2:28][CH3:29])[CH2:22][CH2:23]2)=[C:8]([NH2:27])[N:7]=1)[CH2:2][CH2:3][CH3:4], predict the reactants needed to synthesize it. The reactants are: [CH2:1]([NH:5][C:6]1[N:14]=[C:13]2[C:9]([N:10]=[C:11]([O:25][CH3:26])[N:12]2[CH2:15][CH2:16][CH2:17][N:18]2[CH2:23][CH2:22][N:21]([CH3:24])[CH2:20][CH2:19]2)=[C:8]([NH2:27])[N:7]=1)[CH2:2][CH2:3][CH3:4].[CH2:28](NC1N=C2C(N=C(OC)N2CCCCl)=C(N)N=1)[CH2:29]CC.C(N1CCNCC1)CC. (7) Given the product [F:12][C:10]1[CH:11]=[C:6]([NH:5][CH:3]2[CH2:4][N:1]([CH2:46][CH2:45][CH2:44][F:43])[CH2:2]2)[CH:7]=[C:8]([F:33])[C:9]=1[C@@H:13]1[C:18]2[NH:19][C:20]3[C:25]([C:17]=2[CH2:16][C@@H:15]([CH3:26])[N:14]1[CH2:27][C:28]([F:31])([F:32])[CH2:29][OH:30])=[CH:24][CH:23]=[CH:22][CH:21]=3, predict the reactants needed to synthesize it. The reactants are: [NH:1]1[CH2:4][CH:3]([NH:5][C:6]2[CH:11]=[C:10]([F:12])[C:9]([C@@H:13]3[C:18]4[NH:19][C:20]5[C:25]([C:17]=4[CH2:16][C@@H:15]([CH3:26])[N:14]3[CH2:27][C:28]([F:32])([F:31])[CH2:29][OH:30])=[CH:24][CH:23]=[CH:22][CH:21]=5)=[C:8]([F:33])[CH:7]=2)[CH2:2]1.CCN(C(C)C)C(C)C.[F:43][CH2:44][CH2:45][CH2:46]I.